The task is: Predict the product of the given reaction.. This data is from Forward reaction prediction with 1.9M reactions from USPTO patents (1976-2016). (1) Given the reactants [OH:1][C:2]1[C:6]2[CH:7]=[C:8]([N+:11]([O-:13])=[O:12])[CH:9]=[CH:10][C:5]=2[O:4][C:3]=1[C:14]([O:16][CH2:17][CH3:18])=[O:15].[CH2:19]1CCN2C(=NCCC2)CC1.IC.Cl, predict the reaction product. The product is: [CH3:19][O:1][C:2]1[C:6]2[CH:7]=[C:8]([N+:11]([O-:13])=[O:12])[CH:9]=[CH:10][C:5]=2[O:4][C:3]=1[C:14]([O:16][CH2:17][CH3:18])=[O:15]. (2) Given the reactants [OH:1][C@H:2]1[C:10]2[C:5](=[CH:6][CH:7]=[CH:8][CH:9]=2)[CH2:4][C@:3]1([CH2:20][C:21]1[CH:30]=[CH:29][C:24]([C:25]([NH:27][CH3:28])=[O:26])=[CH:23][CH:22]=1)[C:11]1[CH2:12][C:13]2[C:18]([CH:19]=1)=[CH:17][CH:16]=[CH:15][CH:14]=2.C1CCC(N=C=NC2CCCCC2)CC1.C([NH:63][C@H:64]([C:69](O)=[O:70])[CH2:65][CH:66]([CH3:68])[CH3:67])(OCC1C2C(=CC=CC=2)C2C1=CC=CC=2)=O, predict the reaction product. The product is: [NH2:63][C@H:64]([C:69]([O:1][C@H:2]1[C:10]2[C:5](=[CH:6][CH:7]=[CH:8][CH:9]=2)[CH2:4][C@:3]1([CH2:20][C:21]1[CH:30]=[CH:29][C:24]([C:25](=[O:26])[NH:27][CH3:28])=[CH:23][CH:22]=1)[C:11]1[CH2:12][C:13]2[C:18]([CH:19]=1)=[CH:17][CH:16]=[CH:15][CH:14]=2)=[O:70])[CH2:65][CH:66]([CH3:68])[CH3:67]. (3) Given the reactants [CH3:1][O:2][C:3]1[CH:8]=[C:7]([CH3:9])[C:6]([S:10]([N:13]([CH2:15][C:16]2[NH:17][C:18]([C:21](OCC)=[O:22])=[N:19][N:20]=2)[CH3:14])(=[O:12])=[O:11])=[C:5]([CH3:26])[CH:4]=1.[CH3:27][N:28]1[CH2:33][CH2:32][CH:31]([CH2:34][N:35]2[CH2:40][CH2:39][NH:38][CH2:37][CH2:36]2)[CH2:30][CH2:29]1.C[Al](C)C, predict the reaction product. The product is: [CH3:1][O:2][C:3]1[CH:4]=[C:5]([CH3:26])[C:6]([S:10]([N:13]([CH3:14])[CH2:15][C:16]2[NH:17][C:18]([C:21]([N:38]3[CH2:37][CH2:36][N:35]([CH2:34][CH:31]4[CH2:32][CH2:33][N:28]([CH3:27])[CH2:29][CH2:30]4)[CH2:40][CH2:39]3)=[O:22])=[N:19][N:20]=2)(=[O:12])=[O:11])=[C:7]([CH3:9])[CH:8]=1. (4) The product is: [CH3:30][C:29]1[CH:28]=[CH:27][C:4]([C:5]([NH:7][C:8]2[C:17]3[C:12](=[CH:13][CH:14]=[CH:15][CH:16]=3)[C:11]([O:18][CH2:19][CH2:20][N:21]3[CH2:26][CH2:25][O:24][CH2:23][CH2:22]3)=[CH:10][CH:9]=2)=[O:6])=[CH:3][C:2]=1[N:31]1[CH2:36][CH2:35][O:34][CH2:33][CH2:32]1. Given the reactants Br[C:2]1[CH:3]=[C:4]([CH:27]=[CH:28][C:29]=1[CH3:30])[C:5]([NH:7][C:8]1[C:17]2[C:12](=[CH:13][CH:14]=[CH:15][CH:16]=2)[C:11]([O:18][CH2:19][CH2:20][N:21]2[CH2:26][CH2:25][O:24][CH2:23][CH2:22]2)=[CH:10][CH:9]=1)=[O:6].[NH:31]1[CH2:36][CH2:35][O:34][CH2:33][CH2:32]1, predict the reaction product. (5) The product is: [Br:28][C:6]1[CH:5]=[CH:4][C:3]([N:8]2[CH2:13][CH2:12][N:11]([C:16](=[O:17])[C:15]([F:26])([F:25])[F:14])[CH2:10][CH2:9]2)=[C:2]([F:1])[CH:7]=1. Given the reactants [F:1][C:2]1[CH:7]=[CH:6][CH:5]=[CH:4][C:3]=1[N:8]1[CH2:13][CH2:12][NH:11][CH2:10][CH2:9]1.[F:14][C:15]([F:26])([F:25])[C:16](O[C:16](=[O:17])[C:15]([F:26])([F:25])[F:14])=[O:17].Cl.[Br:28]Br.S(S([O-])=O)([O-])(=O)=O.[Na+].[Na+], predict the reaction product. (6) The product is: [OH:1][C:2]1[CH:3]=[C:4]([CH2:8][C:9]([NH:15][CH:12]([CH3:14])[CH3:13])=[O:11])[CH:5]=[CH:6][CH:7]=1. Given the reactants [OH:1][C:2]1[CH:3]=[C:4]([CH2:8][C:9]([OH:11])=O)[CH:5]=[CH:6][CH:7]=1.[CH:12]([NH2:15])([CH3:14])[CH3:13].CCCP(=O)=O, predict the reaction product. (7) Given the reactants [Cl:1][C:2]1[C:3]([CH3:16])=[C:4]([C:8]([F:15])([F:14])[C:9]([O:11]CC)=[O:10])[CH:5]=[CH:6][CH:7]=1.C(O)C.O.[OH-].[Li+], predict the reaction product. The product is: [Cl:1][C:2]1[C:3]([CH3:16])=[C:4]([C:8]([F:14])([F:15])[C:9]([OH:11])=[O:10])[CH:5]=[CH:6][CH:7]=1.